From a dataset of NCI-60 drug combinations with 297,098 pairs across 59 cell lines. Regression. Given two drug SMILES strings and cell line genomic features, predict the synergy score measuring deviation from expected non-interaction effect. Drug 1: CC1=C(N=C(N=C1N)C(CC(=O)N)NCC(C(=O)N)N)C(=O)NC(C(C2=CN=CN2)OC3C(C(C(C(O3)CO)O)O)OC4C(C(C(C(O4)CO)O)OC(=O)N)O)C(=O)NC(C)C(C(C)C(=O)NC(C(C)O)C(=O)NCCC5=NC(=CS5)C6=NC(=CS6)C(=O)NCCC[S+](C)C)O. Drug 2: CC12CCC3C(C1CCC2OP(=O)(O)O)CCC4=C3C=CC(=C4)OC(=O)N(CCCl)CCCl.[Na+]. Cell line: PC-3. Synergy scores: CSS=11.7, Synergy_ZIP=-8.78, Synergy_Bliss=-6.63, Synergy_Loewe=-7.43, Synergy_HSA=-3.95.